Dataset: HIV replication inhibition screening data with 41,000+ compounds from the AIDS Antiviral Screen. Task: Binary Classification. Given a drug SMILES string, predict its activity (active/inactive) in a high-throughput screening assay against a specified biological target. (1) The drug is Sc1sc2ccccc2[n+]1[Rh-4](Cl)(Cl)([n+]1c(S)sc2ccccc21)([n+]1c(S)sc2ccccc21)[n+]1c(S)sc2ccccc21. The result is 0 (inactive). (2) The molecule is COc1cc2c(cc1OC)C(OC)N(C)c1c-2ccc2cc3c(cc12)OCO3. The result is 0 (inactive). (3) The drug is Cc1cnc2c(c1)C(=O)N(c1ccc(Oc3ccccc3)cc1)S2(=O)=O. The result is 0 (inactive). (4) The compound is O=c1c2ccccc2nc2sc(N=CC=Cc3ccccc3)nn12. The result is 0 (inactive).